Dataset: Full USPTO retrosynthesis dataset with 1.9M reactions from patents (1976-2016). Task: Predict the reactants needed to synthesize the given product. Given the product [F:14][C:15]([F:26])([F:25])[C:16]([N:1]1[CH2:8][CH2:7][C:6](=[O:9])[NH:5][CH2:4][C:3]2[CH:10]=[CH:11][CH:12]=[CH:13][C:2]1=2)=[O:17], predict the reactants needed to synthesize it. The reactants are: [NH:1]1[CH2:8][CH2:7][C:6](=[O:9])[NH:5][CH2:4][C:3]2[CH:10]=[CH:11][CH:12]=[CH:13][C:2]1=2.[F:14][C:15]([F:26])([F:25])[C:16](O[C:16](=[O:17])[C:15]([F:26])([F:25])[F:14])=[O:17].